This data is from Reaction yield outcomes from USPTO patents with 853,638 reactions. The task is: Predict the reaction yield, written as a fraction of the theoretical maximum amount of product (1.0 means a 100% yield; for example, 0.34 means a 34% yield). (1) The product is [Cl:1][C:2]1[CH:3]=[C:4]([N:8]2[N:12]=[N:11][C:10]([CH2:13][N:23]3[CH2:22][CH2:21][N:20]([C:18]([O:17][CH2:15][CH3:16])=[O:19])[CH2:25][CH2:24]3)=[N:9]2)[CH:5]=[CH:6][CH:7]=1. The yield is 0.460. The catalyst is ClCCCl. The reactants are [Cl:1][C:2]1[CH:3]=[C:4]([N:8]2[N:12]=[N:11][C:10]([CH:13]=O)=[N:9]2)[CH:5]=[CH:6][CH:7]=1.[CH2:15]([O:17][C:18]([N:20]1[CH2:25][CH2:24][NH:23][CH2:22][CH2:21]1)=[O:19])[CH3:16].C(O[BH-](OC(=O)C)OC(=O)C)(=O)C.[Na+].C(OCC)(=O)C. (2) The product is [OH:32][C@H:27]1[CH2:28][CH2:29][CH2:30][CH2:31][C@H:26]1[CH2:25][N:17]1[C:18](=[O:19])[C:13]2[C:14](=[CH:20][CH:21]=[CH:22][CH:12]=2)[C:15]1=[O:16]. The reactants are C(=O)([O-])[O-].[K+].[K+].C(OC([C:12]1[CH:22]=[CH:21][CH:20]=[C:14]2[C:15]([NH:17][C:18](=[O:19])[C:13]=12)=[O:16])=O)C.Cl.N[CH2:25][CH:26]1[CH2:31][CH2:30][CH2:29][CH2:28][CH:27]1[OH:32]. The catalyst is O. The yield is 0.750. (3) The reactants are S(C1C=CC(C)=CC=1)(O[CH2:5][C:6]([F:9])([F:8])[F:7])(=O)=O.C([O-])([O-])=O.[K+].[K+].[CH:23]1[C:28]([OH:29])=[CH:27][CH:26]=[C:25]([Br:30])[CH:24]=1. The yield is 0.533. The product is [Br:30][C:25]1[CH:26]=[CH:27][C:28]([O:29][CH2:5][C:6]([F:9])([F:8])[F:7])=[CH:23][CH:24]=1. The catalyst is CN(C=O)C. (4) The catalyst is C1COCC1. The reactants are [CH3:1][O:2][C:3]1[CH:12]=[C:11]2[C:6]([CH2:7][C:8]([CH3:23])([CH3:22])[N:9]([CH2:13][C:14]3[CH:19]=[CH:18][CH:17]=[C:16]([O:20][CH3:21])[CH:15]=3)[CH2:10]2)=[CH:5][C:4]=1[O:24][Si](C(C)C)(C(C)C)C(C)C.CCCC[N+](CCCC)(CCCC)CCCC.[F-].O. The yield is 0.430. The product is [CH3:21][O:20][C:16]1[CH:15]=[C:14]([CH:19]=[CH:18][CH:17]=1)[CH2:13][N:9]1[C:8]([CH3:23])([CH3:22])[CH2:7][C:6]2[C:11](=[CH:12][C:3]([O:2][CH3:1])=[C:4]([OH:24])[CH:5]=2)[CH2:10]1. (5) The reactants are [Br:1][C:2]1[CH:3]=[C:4]2[C:24](=[CH:25][CH:26]=1)[C:8]1[NH:9][C:10]([C@@H:12]3[CH2:16][CH2:15][CH2:14][N:13]3C(OC(C)(C)C)=O)=[N:11][C:7]=1[CH2:6][CH2:5]2.Cl.[CH3:28][O:29][C:30]([NH:32][C@@H:33]([CH:37]1[CH2:42][CH2:41][O:40][CH2:39][CH2:38]1)[C:34](O)=[O:35])=[O:31].CN(C(ON1N=NC2C=CC=NC1=2)=[N+](C)C)C.F[P-](F)(F)(F)(F)F.CCN(C(C)C)C(C)C. The catalyst is C(Cl)Cl.CCOC(C)=O.CN(C=O)C. The product is [Br:1][C:2]1[CH:3]=[C:4]2[C:24](=[CH:25][CH:26]=1)[C:8]1[NH:9][C:10]([C@@H:12]3[CH2:16][CH2:15][CH2:14][N:13]3[C:34](=[O:35])[C@@H:33]([NH:32][C:30](=[O:31])[O:29][CH3:28])[CH:37]3[CH2:42][CH2:41][O:40][CH2:39][CH2:38]3)=[N:11][C:7]=1[CH2:6][CH2:5]2. The yield is 0.540. (6) The reactants are [NH:1]1[CH2:5][CH2:4][C@@H:3]([OH:6])[CH2:2]1.[C:7](O[C:7]([O:9][C:10]([CH3:13])([CH3:12])[CH3:11])=[O:8])([O:9][C:10]([CH3:13])([CH3:12])[CH3:11])=[O:8].[OH-].[Na+]. The catalyst is O1CCCC1.O. The product is [C:7]([N:1]1[CH2:5][CH2:4][C@@H:3]([OH:6])[CH2:2]1)([O:9][C:10]([CH3:13])([CH3:12])[CH3:11])=[O:8]. The yield is 0.980. (7) The reactants are [O:1]1[CH2:5][CH2:4][C@H:3]([O:6][CH2:7][C:8]2[CH:13]=[CH:12][CH:11]=[CH:10][N:9]=2)[CH2:2]1.ClC1C=C(C=CC=1)C(OO)=[O:19].C([O-])([O-])=O.[K+].[K+]. The catalyst is C(Cl)Cl. The product is [O:1]1[CH2:5][CH2:4][C@H:3]([O:6][CH2:7][C:8]2[CH:13]=[CH:12][CH:11]=[CH:10][N+:9]=2[O-:19])[CH2:2]1. The yield is 0.990. (8) The reactants are [Cl:1][C:2]1[CH:7]=[CH:6][C:5]([C:8]2([O:16][CH3:17])[CH2:13][CH2:12][NH:11][CH2:10][C:9]2([CH3:15])[OH:14])=[CH:4][CH:3]=1.C(=O)([O-])[O-].[K+].[K+].Br[CH2:25][CH2:26][CH:27]=[C:28]1[C:34]2[CH:35]=[CH:36][CH:37]=[N:38][C:33]=2[CH2:32][O:31][C:30]2[CH:39]=[CH:40][C:41]([C:43]([OH:46])([CH3:45])[CH3:44])=[CH:42][C:29]1=2. The catalyst is C(#N)C.O. The product is [Cl:1][C:2]1[CH:7]=[CH:6][C:5]([C:8]2([O:16][CH3:17])[CH2:13][CH2:12][N:11]([CH2:25][CH2:26][CH:27]=[C:28]3[C:34]4[CH:35]=[CH:36][CH:37]=[N:38][C:33]=4[CH2:32][O:31][C:30]4[CH:39]=[CH:40][C:41]([C:43]([OH:46])([CH3:45])[CH3:44])=[CH:42][C:29]3=4)[CH2:10][C:9]2([CH3:15])[OH:14])=[CH:4][CH:3]=1. The yield is 0.350. (9) The reactants are Br[C:2]1[N:7]=[CH:6][C:5]([C:8]([OH:10])=O)=[CH:4][CH:3]=1.C(Cl)(=O)C([Cl:14])=O.C(N(CC)CC)C.[NH2:24][C:25]1[N:29](C(OC(C)(C)C)=O)[N:28]=[C:27]([CH2:37][CH2:38][C:39]2[CH:44]=[CH:43][CH:42]=[C:41]([O:45][CH3:46])[CH:40]=2)[CH:26]=1.Cl. The catalyst is C(Cl)Cl.CC(O)C.CO.CN(C=O)C. The product is [Cl:14][C:2]1[N:7]=[CH:6][C:5]([C:8]([NH:24][C:25]2[NH:29][N:28]=[C:27]([CH2:37][CH2:38][C:39]3[CH:44]=[CH:43][CH:42]=[C:41]([O:45][CH3:46])[CH:40]=3)[CH:26]=2)=[O:10])=[CH:4][CH:3]=1. The yield is 0.170.